From a dataset of Experimental lipophilicity measurements (octanol/water distribution) for 4,200 compounds from AstraZeneca. Regression/Classification. Given a drug SMILES string, predict its absorption, distribution, metabolism, or excretion properties. Task type varies by dataset: regression for continuous measurements (e.g., permeability, clearance, half-life) or binary classification for categorical outcomes (e.g., BBB penetration, CYP inhibition). For this dataset (lipophilicity_astrazeneca), we predict Y. The molecule is C[C@H]1O[C@@H](n2cnc3c(N)nc(OC4CC5CC5C4)nc32)[C@H](O)[C@@H]1O. The Y is 1.66 logD.